From a dataset of Catalyst prediction with 721,799 reactions and 888 catalyst types from USPTO. Predict which catalyst facilitates the given reaction. (1) Reactant: [Br:1]Br.[OH-].[Na+].[C:5]([C:7]1[O:11][N:10]=[C:9]([CH2:12][CH2:13][C:14]([CH3:24])([S:20]([CH3:23])(=[O:22])=[O:21])[C:15]([O:17][CH2:18][CH3:19])=[O:16])[CH:8]=1)#[CH:6]. Product: [Br:1][C:6]#[C:5][C:7]1[O:11][N:10]=[C:9]([CH2:12][CH2:13][C:14]([CH3:24])([S:20]([CH3:23])(=[O:21])=[O:22])[C:15]([O:17][CH2:18][CH3:19])=[O:16])[CH:8]=1. The catalyst class is: 1. (2) Reactant: [CH2:1]([N:5]([CH2:41][CH2:42][CH2:43][CH3:44])[C:6]([C:8]1[N:9]=[C:10]([C:21]2[CH:30]=[CH:29][C:24]([C:25]([O:27][CH3:28])=[O:26])=[CH:23][C:22]=2[C:31]([O:33]CC2C=CC=CC=2)=[O:32])[N:11]([CH2:13][CH2:14][C:15]2[CH:20]=[CH:19][CH:18]=[CH:17][CH:16]=2)[CH:12]=1)=[O:7])[CH2:2][CH2:3][CH3:4]. Product: [CH2:41]([N:5]([CH2:1][CH2:2][CH2:3][CH3:4])[C:6]([C:8]1[N:9]=[C:10]([C:21]2[CH:30]=[CH:29][C:24]([C:25]([O:27][CH3:28])=[O:26])=[CH:23][C:22]=2[C:31]([OH:33])=[O:32])[N:11]([CH2:13][CH2:14][C:15]2[CH:20]=[CH:19][CH:18]=[CH:17][CH:16]=2)[CH:12]=1)=[O:7])[CH2:42][CH2:43][CH3:44]. The catalyst class is: 19. (3) Reactant: [CH3:1][N:2]=[C:3]=[O:4].[NH2:5][C:6]1[CH:11]=[CH:10][C:9]([C:12]([NH:14][C@@H:15]([CH:23]2[CH2:28][CH2:27][CH2:26][CH2:25][CH2:24]2)[C:16]([O:18][C:19]([CH3:22])([CH3:21])[CH3:20])=[O:17])=[O:13])=[C:8]([NH:29][C:30]([NH:32][C:33]2[C:38]([CH3:39])=[CH:37][C:36]([CH3:40])=[CH:35][C:34]=2[CH3:41])=[O:31])[CH:7]=1.CCCCCC.C(OCC)(=O)C. Product: [CH:23]1([C@H:15]([NH:14][C:12]([C:9]2[CH:10]=[CH:11][C:6]([NH:5][C:3]([NH:2][CH3:1])=[O:4])=[CH:7][C:8]=2[NH:29][C:30]([NH:32][C:33]2[C:34]([CH3:41])=[CH:35][C:36]([CH3:40])=[CH:37][C:38]=2[CH3:39])=[O:31])=[O:13])[C:16]([O:18][C:19]([CH3:22])([CH3:21])[CH3:20])=[O:17])[CH2:28][CH2:27][CH2:26][CH2:25][CH2:24]1. The catalyst class is: 17. (4) Reactant: [CH3:1][C:2]1[C:10]2[C:5](=[CH:6][CH:7]=[C:8](/[CH:11]=[C:12](/[C:15](=O)[CH3:16])\[C:13]#[N:14])[CH:9]=2)[NH:4][N:3]=1.[NH2:18][C:19]([C:23]([F:26])([F:25])[F:24])=[CH:20][C:21]#[N:22].C(N(CC)CC)C. Product: [CH3:16][C:15]1[NH:18][C:19]([C:23]([F:26])([F:25])[F:24])=[C:20]([C:21]#[N:22])[CH:11]([C:8]2[CH:9]=[C:10]3[C:5](=[CH:6][CH:7]=2)[NH:4][N:3]=[C:2]3[CH3:1])[C:12]=1[C:13]#[N:14]. The catalyst class is: 41.